This data is from Full USPTO retrosynthesis dataset with 1.9M reactions from patents (1976-2016). The task is: Predict the reactants needed to synthesize the given product. (1) Given the product [Cl:1][C:2]1[CH:3]=[C:4]([NH:16][C:17]2[C:26]3[C:21](=[CH:22][CH:23]=[CH:24][C:25]=3[O:27][CH2:28][C@H:29]3[CH2:33][CH2:32][N:31]([C:59](=[O:60])[CH2:58][OH:61])[CH2:30]3)[N:20]=[CH:19][N:18]=2)[CH:5]=[CH:6][C:7]=1[O:8][CH2:9][C:10]1[CH:15]=[CH:14][CH:13]=[CH:12][N:11]=1, predict the reactants needed to synthesize it. The reactants are: [Cl:1][C:2]1[CH:3]=[C:4]([NH:16][C:17]2[C:26]3[C:21](=[CH:22][CH:23]=[CH:24][C:25]=3[O:27][CH2:28][C@H:29]3[CH2:33][CH2:32][NH:31][CH2:30]3)[N:20]=[CH:19][N:18]=2)[CH:5]=[CH:6][C:7]=1[O:8][CH2:9][C:10]1[CH:15]=[CH:14][CH:13]=[CH:12][N:11]=1.CN(C(ON1N=NC2C=CC=NC1=2)=[N+](C)C)C.F[P-](F)(F)(F)(F)F.[C:58](O)(=[O:61])[CH2:59][OH:60]. (2) Given the product [N:14]1[CH:13]=[CH:12][CH:20]=[CH:16][C:15]=1[C:26]1[N:23]=[C:7]([C:6]2[CH:5]=[N:4][CH:3]=[C:2]([CH3:1])[CH:10]=2)[O:8][N:29]=1, predict the reactants needed to synthesize it. The reactants are: [CH3:1][C:2]1[CH:3]=[N:4][CH:5]=[C:6]([CH:10]=1)[C:7](Cl)=[O:8].C[C:12]1[CH:13]=[N:14][CH:15]=[C:16]([CH:20]=1)C(O)=O.C([N:23]([CH2:26]C)CC)C.C[N:29](C)C=O.